Predict which catalyst facilitates the given reaction. From a dataset of Catalyst prediction with 721,799 reactions and 888 catalyst types from USPTO. Reactant: CC(C[Al]CC(C)C)C.[C:10]([O:14][C:15]([NH:17][CH:18]1[CH2:23][CH2:22][CH2:21][N:20]([C:24]([O:26][CH2:27][C:28]2[CH:33]=[CH:32][CH:31]=[CH:30][CH:29]=2)=[O:25])[CH:19]1[CH2:34][C:35](OCC)=[O:36])=[O:16])([CH3:13])([CH3:12])[CH3:11].O. Product: [C:10]([O:14][C:15]([NH:17][CH:18]1[CH2:23][CH2:22][CH2:21][N:20]([C:24]([O:26][CH2:27][C:28]2[CH:33]=[CH:32][CH:31]=[CH:30][CH:29]=2)=[O:25])[CH:19]1[CH2:34][CH2:35][OH:36])=[O:16])([CH3:13])([CH3:12])[CH3:11]. The catalyst class is: 11.